This data is from Forward reaction prediction with 1.9M reactions from USPTO patents (1976-2016). The task is: Predict the product of the given reaction. Given the reactants [Br:1][C:2]1[CH:10]=[C:9]([CH3:11])[C:5]2[NH:6][N:7]=[N:8][C:4]=2[C:3]=1[F:12].[Br:13][C:14]1[CH:20]=[C:19]([CH3:21])[C:17]([NH2:18])=[C:16]([N+:22]([O-:24])=[O:23])[C:15]=1[F:25].BrC1C(F)=CC([NH2:31])=C(C)C=1, predict the reaction product. The product is: [NH2:31][C:19]([CH3:21])([CH2:20][N:7]1[N:6]=[C:5]2[C:9]([CH3:11])=[CH:10][C:2]([Br:1])=[C:3]([F:12])[C:4]2=[N:8]1)[C:17]#[N:18].[Br:1][C:2]1[CH:10]=[C:9]([CH3:11])[C:5]2[NH:6][N:7]=[N:8][C:4]=2[C:3]=1[F:12].[Br:13][C:14]1[CH:20]=[C:19]([CH3:21])[C:17]([NH2:18])=[C:16]([N+:22]([O-:24])=[O:23])[C:15]=1[F:25].